From a dataset of CYP3A4 inhibition data for predicting drug metabolism from PubChem BioAssay. Regression/Classification. Given a drug SMILES string, predict its absorption, distribution, metabolism, or excretion properties. Task type varies by dataset: regression for continuous measurements (e.g., permeability, clearance, half-life) or binary classification for categorical outcomes (e.g., BBB penetration, CYP inhibition). Dataset: cyp3a4_veith. The molecule is CC(C)CCN1C(=O)c2ccc(-c3nc4ccccc4c(=O)o3)cc2C1=O. The result is 0 (non-inhibitor).